From a dataset of Catalyst prediction with 721,799 reactions and 888 catalyst types from USPTO. Predict which catalyst facilitates the given reaction. (1) Reactant: [CH3:1][O:2][C:3](=[O:12])[C:4]1[CH:9]=[CH:8][CH:7]=[C:6]([CH2:10]Br)[CH:5]=1.[C-:13]#[N:14].[Na+]. Product: [CH3:1][O:2][C:3](=[O:12])[C:4]1[CH:9]=[CH:8][CH:7]=[C:6]([CH2:10][C:13]#[N:14])[CH:5]=1. The catalyst class is: 18. (2) Reactant: [Br:1][C:2]1[S:3][C:4]([Cl:10])=[C:5]([C:7](O)=[O:8])[N:6]=1.[NH2:11][C:12]1[CH:17]=[CH:16][CH:15]=[CH:14][C:13]=1[CH2:18][C:19]([O:21][C:22]([CH3:25])([CH3:24])[CH3:23])=[O:20]. Product: [Br:1][C:2]1[S:3][C:4]([Cl:10])=[C:5]([C:7]([NH:11][C:12]2[CH:17]=[CH:16][CH:15]=[CH:14][C:13]=2[CH2:18][C:19]([O:21][C:22]([CH3:25])([CH3:24])[CH3:23])=[O:20])=[O:8])[N:6]=1. The catalyst class is: 25. (3) Reactant: [F:1][C:2]([F:18])([F:17])[C:3]([C:10]1[CH:15]=[CH:14][C:13]([CH3:16])=[CH:12][CH:11]=1)([O:8][CH3:9])[C:4]([F:7])([F:6])[F:5].[Br:19]N1C(=O)CCC1=O. Product: [Br:19][CH2:16][C:13]1[CH:14]=[CH:15][C:10]([C:3]([O:8][CH3:9])([C:4]([F:6])([F:5])[F:7])[C:2]([F:17])([F:18])[F:1])=[CH:11][CH:12]=1. The catalyst class is: 340. (4) Reactant: [F:1][C:2]([F:8])([F:7])[CH2:3][C:4](Cl)=[O:5].[F:9][C:10]1[CH:15]=[CH:14][CH:13]=[CH:12][C:11]=1[S:16][C:17]1[C:25]2[C:20](=[CH:21][CH:22]=[CH:23][CH:24]=2)[N:19]([C:26]2[N:31]=[C:30]([NH2:32])[C:29]([NH2:33])=[C:28]([NH2:34])[N:27]=2)[N:18]=1. Product: [NH2:34][C:28]1[C:29]([NH:33][C:4](=[O:5])[CH2:3][C:2]([F:8])([F:7])[F:1])=[C:30]([NH2:32])[N:31]=[C:26]([N:19]2[C:20]3[C:25](=[CH:24][CH:23]=[CH:22][CH:21]=3)[C:17]([S:16][C:11]3[CH:12]=[CH:13][CH:14]=[CH:15][C:10]=3[F:9])=[N:18]2)[N:27]=1. The catalyst class is: 17. (5) Reactant: [NH2:1][C:2]1[C:7]([C:8]([NH:10][C:11]2[CH:16]=[C:15]([C:17](=[O:19])[NH2:18])[CH:14]=[CH:13][C:12]=2[O:20]C)=[O:9])=[C:6]([NH:22][C@H:23]([C:25]2[N:30]([C:31]3[CH:36]=[CH:35][CH:34]=[CH:33][CH:32]=3)[C:29](=[O:37])[C:28]3=[C:38]([CH3:41])[CH:39]=[CH:40][N:27]3[N:26]=2)[CH3:24])[N:5]=[CH:4][N:3]=1.B(Br)(Br)Br. Product: [NH2:1][C:2]1[C:7]([C:8]([NH:10][C:11]2[CH:16]=[C:15]([C:17](=[O:19])[NH2:18])[CH:14]=[CH:13][C:12]=2[OH:20])=[O:9])=[C:6]([NH:22][C@H:23]([C:25]2[N:30]([C:31]3[CH:36]=[CH:35][CH:34]=[CH:33][CH:32]=3)[C:29](=[O:37])[C:28]3=[C:38]([CH3:41])[CH:39]=[CH:40][N:27]3[N:26]=2)[CH3:24])[N:5]=[CH:4][N:3]=1. The catalyst class is: 4. (6) Reactant: [CH2:1]([O:8][C:9]1[CH:14]=[C:13]([CH3:15])[N:12]([C:16]2[C:21]([Cl:22])=[CH:20][CH:19]=[CH:18][C:17]=2[Cl:23])[C:11](=[O:24])[CH:10]=1)[C:2]1[CH:7]=[CH:6][CH:5]=[CH:4][CH:3]=1.[Br:25]N1C(=O)CCC1=O. Product: [CH2:1]([O:8][C:9]1[CH:14]=[C:13]([CH3:15])[N:12]([C:16]2[C:17]([Cl:23])=[CH:18][CH:19]=[CH:20][C:21]=2[Cl:22])[C:11](=[O:24])[C:10]=1[Br:25])[C:2]1[CH:7]=[CH:6][CH:5]=[CH:4][CH:3]=1. The catalyst class is: 68. (7) Reactant: Br[C:2]1[CH:10]=[CH:9][C:8]([O:11][CH3:12])=[CH:7][C:3]=1[C:4]([OH:6])=[O:5].C(=O)=O.CC(C)=O.C([Li])CCC.CON(C)[C:28](=[O:37])[C:29]1[CH:34]=[CH:33][C:32]([O:35][CH3:36])=[CH:31][CH:30]=1. Product: [CH3:12][O:11][C:8]1[CH:9]=[CH:10][C:2]([C:28](=[O:37])[C:29]2[CH:34]=[CH:33][C:32]([O:35][CH3:36])=[CH:31][CH:30]=2)=[C:3]([CH:7]=1)[C:4]([OH:6])=[O:5]. The catalyst class is: 188.